From a dataset of Reaction yield outcomes from USPTO patents with 853,638 reactions. Predict the reaction yield, written as a fraction of the theoretical maximum amount of product (1.0 means a 100% yield; for example, 0.34 means a 34% yield). (1) The reactants are [C:1]([O:5][C:6](=[O:21])[C@@H:7]([NH:11][C:12]1[CH:17]=[CH:16][CH:15]=[CH:14][C:13]=1[N+:18]([O-])=O)[CH2:8][CH2:9][CH3:10])([CH3:4])([CH3:3])[CH3:2]. The catalyst is CO.[Pd]. The product is [C:1]([O:5][C:6](=[O:21])[C@@H:7]([NH:11][C:12]1[CH:17]=[CH:16][CH:15]=[CH:14][C:13]=1[NH2:18])[CH2:8][CH2:9][CH3:10])([CH3:2])([CH3:3])[CH3:4]. The yield is 0.970. (2) The product is [C:25]1([C:28]2[CH:29]=[CH:30][CH:31]=[CH:32][CH:33]=2)[CH:24]=[CH:23][C:22]([O:21][CH2:20][CH2:19][CH2:18][O:16][C:14]2[CH:13]=[CH:12][C:9]([CH:10]=[O:11])=[C:8]([F:7])[CH:15]=2)=[CH:27][CH:26]=1. The yield is 0.880. The catalyst is CN(C=O)C.O. The reactants are CC(C)([O-])C.[K+].[F:7][C:8]1[CH:15]=[C:14]([OH:16])[CH:13]=[CH:12][C:9]=1[CH:10]=[O:11].Br[CH2:18][CH2:19][CH2:20][O:21][C:22]1[CH:27]=[CH:26][C:25]([C:28]2[CH:33]=[CH:32][CH:31]=[CH:30][CH:29]=2)=[CH:24][CH:23]=1. (3) The reactants are [Cl:1][C:2]1[CH:3]=[C:4]([CH:6]=[CH:7][C:8]=1[F:9])[NH2:5].Cl.Cl[C:12]1[C:21]2[C:16](=[CH:17][C:18]([F:23])=[CH:19][C:20]=2[F:22])[N:15]=[CH:14][N:13]=1. The catalyst is O1CCOCC1.CC(O)C. The product is [Cl:1][C:2]1[CH:3]=[C:4]([NH:5][C:12]2[C:21]3[C:16](=[CH:17][C:18]([F:23])=[CH:19][C:20]=3[F:22])[N:15]=[CH:14][N:13]=2)[CH:6]=[CH:7][C:8]=1[F:9]. The yield is 0.710. (4) The reactants are [Br:1][C:2]1[C:3](F)=[C:4]2[C:10]([NH:11][C:12](=[O:23])[C:13]3[CH:18]=[CH:17][CH:16]=[C:15]([C:19]([F:22])([F:21])[F:20])[CH:14]=3)=[CH:9][NH:8][C:5]2=[N:6][CH:7]=1.[NH:25]1[CH2:30][CH2:29][CH2:28][C@@H:27]([NH:31][C:32](=[O:38])[O:33][C:34]([CH3:37])([CH3:36])[CH3:35])[CH2:26]1. The catalyst is CCCCO. The product is [Br:1][C:2]1[C:3]([N:25]2[CH2:30][CH2:29][CH2:28][C@@H:27]([NH:31][C:32](=[O:38])[O:33][C:34]([CH3:36])([CH3:35])[CH3:37])[CH2:26]2)=[C:4]2[C:10]([NH:11][C:12](=[O:23])[C:13]3[CH:18]=[CH:17][CH:16]=[C:15]([C:19]([F:22])([F:21])[F:20])[CH:14]=3)=[CH:9][NH:8][C:5]2=[N:6][CH:7]=1. The yield is 0.690. (5) The reactants are [C:1]([C:3]1[C:29]([C:30]#[N:31])=[CH:28][C:6]2[N:7]=[C:8]([C:10]3[CH:15]=[CH:14][C:13]([C:16]#[C:17][Si:18]([CH:25]([CH3:27])[CH3:26])([CH:22]([CH3:24])[CH3:23])[CH:19]([CH3:21])[CH3:20])=[CH:12][CH:11]=3)[NH:9][C:5]=2[CH:4]=1)#[N:2].[CH2:32]1[CH2:42]CN2C(=NCCC2)C[CH2:33]1.ICCC. The catalyst is CN1C(=O)CCC1. The product is [C:1]([C:3]1[C:29]([C:30]#[N:31])=[CH:28][C:6]2[N:7]([CH2:33][CH2:32][CH3:42])[C:8]([C:10]3[CH:11]=[CH:12][C:13]([C:16]#[C:17][Si:18]([CH:25]([CH3:27])[CH3:26])([CH:19]([CH3:20])[CH3:21])[CH:22]([CH3:23])[CH3:24])=[CH:14][CH:15]=3)=[N:9][C:5]=2[CH:4]=1)#[N:2]. The yield is 0.610. (6) The reactants are [O:1]=[S:2]1(=[O:30])[CH2:7][CH2:6][N:5]([C:8]([C:10]2[NH:11][C:12]3[C:17]([CH:18]=2)=[CH:16][C:15]([C:19]([N:21]2[CH2:26][CH2:25][N:24]([CH:27]([CH3:29])[CH3:28])[CH2:23][CH2:22]2)=[O:20])=[CH:14][CH:13]=3)=[O:9])[CH2:4][CH2:3]1.[H-].[Na+].CS(O[CH2:38][C:39]([F:42])([F:41])[F:40])(=O)=O. The catalyst is CN(C)C=O. The product is [O:30]=[S:2]1(=[O:1])[CH2:7][CH2:6][N:5]([C:8]([C:10]2[N:11]([CH2:38][C:39]([F:42])([F:41])[F:40])[C:12]3[C:17]([CH:18]=2)=[CH:16][C:15]([C:19]([N:21]2[CH2:22][CH2:23][N:24]([CH:27]([CH3:28])[CH3:29])[CH2:25][CH2:26]2)=[O:20])=[CH:14][CH:13]=3)=[O:9])[CH2:4][CH2:3]1. The yield is 0.740. (7) The reactants are [CH:1]#[C:2][CH2:3][CH2:4][CH2:5][CH2:6][CH2:7][CH3:8].C(C([BH:17]C(C(C)C)C=C(C)C)C=C(C)C)(C)C.C=O.[OH:28][C:29]([C:32]([OH:35])([CH3:34])[CH3:33])([CH3:31])[CH3:30]. The catalyst is O. The product is [CH3:30][C:29]1([CH3:31])[C:32]([CH3:34])([CH3:33])[O:35][B:17](/[CH:1]=[CH:2]/[CH2:3][CH2:4][CH2:5][CH2:6][CH2:7][CH3:8])[O:28]1. The yield is 0.670. (8) The reactants are [O:1]1[CH2:7][CH2:6][CH2:5][O:4][C:3]2[C:8]([CH2:12][NH:13][CH3:14])=[CH:9][CH:10]=[CH:11][C:2]1=2.Cl.[O:16]=[C:17]1[NH:26][C:25]2[N:24]=[CH:23][C:22](/[CH:27]=[CH:28]/[C:29]([OH:31])=O)=[CH:21][C:20]=2[CH2:19][CH2:18]1. No catalyst specified. The product is [O:1]1[CH2:7][CH2:6][CH2:5][O:4][C:3]2[C:8]([CH2:12][N:13]([CH3:14])[C:29](=[O:31])[CH:28]=[CH:27][C:22]3[CH:23]=[N:24][C:25]4[NH:26][C:17](=[O:16])[CH2:18][CH2:19][C:20]=4[CH:21]=3)=[CH:9][CH:10]=[CH:11][C:2]1=2. The yield is 0.790. (9) The reactants are [CH3:1][O:2][C:3]1[CH:4]=[C:5]2[C:10](=[CH:11][C:12]=1[O:13][CH3:14])[N:9]=[CH:8][CH:7]=[C:6]2[O:15][C:16]1[CH:22]=[CH:21][C:19]([NH2:20])=[C:18]([CH3:23])[C:17]=1[CH3:24].Cl[C:26](Cl)([O:28]C(=O)OC(Cl)(Cl)Cl)Cl.[CH3:37][CH2:38][CH2:39][CH2:40][CH:41]([OH:46])[CH2:42][CH2:43][CH2:44][CH3:45].C(=O)(O)[O-].[Na+]. The catalyst is C(Cl)Cl.C(N(CC)CC)C.C1(C)C=CC=CC=1. The product is [CH3:1][O:2][C:3]1[CH:4]=[C:5]2[C:10](=[CH:11][C:12]=1[O:13][CH3:14])[N:9]=[CH:8][CH:7]=[C:6]2[O:15][C:16]1[CH:22]=[CH:21][C:19]([NH:20][C:26](=[O:28])[O:46][CH:41]([CH2:42][CH2:43][CH2:44][CH3:45])[CH2:40][CH2:39][CH2:38][CH3:37])=[C:18]([CH3:23])[C:17]=1[CH3:24]. The yield is 0.720. (10) The reactants are [S:1]([OH:5])(=[O:4])(=[O:3])[CH3:2].[F:6][C:7]1[CH:8]=[C:9]([CH2:17][CH2:18][NH2:19])[CH:10]=[C:11]([C:13]([F:16])([F:15])[F:14])[CH:12]=1.[OH-].[Na+].[C:22]([C:26]1[CH:33]=[CH:32][C:29]([CH:30]=O)=[CH:28][CH:27]=1)([CH3:25])([CH3:24])[CH3:23].[BH4-].[Na+].CS(O)(=O)=O. The catalyst is C1(C)C=CC=CC=1.C1COCC1.O. The product is [S:1]([OH:5])(=[O:4])(=[O:3])[CH3:2].[C:22]([C:26]1[CH:27]=[CH:28][C:29]([CH2:30][NH:19][CH2:18][CH2:17][C:9]2[CH:10]=[C:11]([C:13]([F:15])([F:16])[F:14])[CH:12]=[C:7]([F:6])[CH:8]=2)=[CH:32][CH:33]=1)([CH3:25])([CH3:23])[CH3:24]. The yield is 0.862.